Dataset: Aqueous solubility values for 9,982 compounds from the AqSolDB database. Task: Regression/Classification. Given a drug SMILES string, predict its absorption, distribution, metabolism, or excretion properties. Task type varies by dataset: regression for continuous measurements (e.g., permeability, clearance, half-life) or binary classification for categorical outcomes (e.g., BBB penetration, CYP inhibition). For this dataset (solubility_aqsoldb), we predict Y. (1) The molecule is CC(CCC(=O)O)CC(=O)O. The Y is 0.0900 log mol/L. (2) The Y is -3.21 log mol/L. The compound is Clc1cccc(Br)c1. (3) The compound is CC(O)(P(=O)([O-])[O-])P(=O)([O-])[O-].[Na+].[Na+].[Na+].[Na+]. The Y is 0.420 log mol/L. (4) The compound is O=[Se]([O-])[O-].[Na+].[Na+]. The Y is 0.715 log mol/L. (5) The molecule is CCCCCCCCCCCCCCCCCCOCC[O]. The Y is -6.50 log mol/L. (6) The molecule is COc1ccc([C@@H]2Sc3ccccc3N(CCN(C)C)C(=O)[C@@H]2OC(C)=O)cc1. The Y is -3.16 log mol/L. (7) The molecule is [Gd]. The Y is -4.80 log mol/L.